From a dataset of Catalyst prediction with 721,799 reactions and 888 catalyst types from USPTO. Predict which catalyst facilitates the given reaction. Reactant: [Br:1][C:2]1[CH:3]=[C:4]([OH:9])[CH:5]=[C:6]([CH3:8])[CH:7]=1.[CH2:10](Br)[C:11]1[CH:16]=[CH:15][CH:14]=[CH:13][CH:12]=1.C(=O)([O-])[O-].[K+].[K+].Cl. Product: [CH2:10]([O:9][C:4]1[CH:5]=[C:6]([CH3:8])[CH:7]=[C:2]([Br:1])[CH:3]=1)[C:11]1[CH:16]=[CH:15][CH:14]=[CH:13][CH:12]=1. The catalyst class is: 21.